From a dataset of Catalyst prediction with 721,799 reactions and 888 catalyst types from USPTO. Predict which catalyst facilitates the given reaction. (1) Reactant: C(O[BH-](OC(=O)C)OC(=O)C)(=O)C.[Na+].[C:15]([C:17]1[CH:24]=[CH:23][C:20]([CH:21]=O)=[CH:19][CH:18]=1)#[CH:16].[CH2:25]([NH:27][CH2:28][CH3:29])[CH3:26].C(O)(=O)C. Product: [CH2:25]([N:27]([CH2:21][C:20]1[CH:23]=[CH:24][C:17]([C:15]#[CH:16])=[CH:18][CH:19]=1)[CH2:28][CH3:29])[CH3:26]. The catalyst class is: 26. (2) Reactant: [CH3:1][O:2][C:3](=[O:16])[C@@H:4]([NH:8][C:9]([O:11][C:12]([CH3:15])([CH3:14])[CH3:13])=[O:10])[C@H:5]([OH:7])[CH3:6].[C:17]([Si:21](Cl)([C:28]1[CH:33]=[CH:32][CH:31]=[CH:30][CH:29]=1)[C:22]1[CH:27]=[CH:26][CH:25]=[CH:24][CH:23]=1)([CH3:20])([CH3:19])[CH3:18].N1C=CN=C1. Product: [CH3:1][O:2][C:3](=[O:16])[C@@H:4]([NH:8][C:9]([O:11][C:12]([CH3:15])([CH3:14])[CH3:13])=[O:10])[C@H:5]([O:7][Si:21]([C:17]([CH3:20])([CH3:19])[CH3:18])([C:28]1[CH:29]=[CH:30][CH:31]=[CH:32][CH:33]=1)[C:22]1[CH:27]=[CH:26][CH:25]=[CH:24][CH:23]=1)[CH3:6]. The catalyst class is: 35. (3) Reactant: [CH3:1][C:2]1[CH:11]=[CH:10][C:9]([N:12]2[CH2:17][CH2:16][N:15]([CH3:18])[CH2:14][CH2:13]2)=[C:8]2[C:3]=1[CH2:4][CH2:5][C@@H:6]([NH:19][C:20](=[O:33])[C:21]1[CH:26]=[CH:25][C:24]([N:27]3[CH2:32][CH2:31][O:30][CH2:29][CH2:28]3)=[CH:23][CH:22]=1)[CH2:7]2.[C:34]1([S:40]([OH:43])(=[O:42])=[O:41])[CH:39]=[CH:38][CH:37]=[CH:36][CH:35]=1.C(OCC)C. Product: [C:34]1([S:40]([OH:43])(=[O:42])=[O:41])[CH:39]=[CH:38][CH:37]=[CH:36][CH:35]=1.[CH3:1][C:2]1[CH:11]=[CH:10][C:9]([N:12]2[CH2:17][CH2:16][N:15]([CH3:18])[CH2:14][CH2:13]2)=[C:8]2[C:3]=1[CH2:4][CH2:5][C@@H:6]([NH:19][C:20](=[O:33])[C:21]1[CH:26]=[CH:25][C:24]([N:27]3[CH2:32][CH2:31][O:30][CH2:29][CH2:28]3)=[CH:23][CH:22]=1)[CH2:7]2. The catalyst class is: 7. (4) Reactant: [CH3:1][N:2]([C@@H:10]([CH3:39])[C:11]([NH:13][C@H:14]([C:18]([N:20]1[CH2:25][CH2:24][NH:23][CH2:22][C@H:21]1[C:26]([NH:28][C@H:29]1[C:38]2[C:33](=[CH:34][CH:35]=[CH:36][CH:37]=2)[CH2:32][CH2:31][CH2:30]1)=[O:27])=[O:19])[CH:15]([CH3:17])[CH3:16])=[O:12])[C:3](=[O:9])[O:4][C:5]([CH3:8])([CH3:7])[CH3:6].CCN(C(C)C)C(C)C.[C:49]([NH:52][C:53]1[CH:61]=[CH:60][C:56]([C:57](O)=[O:58])=[CH:55][CH:54]=1)(=[O:51])[CH3:50].C1C=CC2N(O)N=NC=2C=1.CN(C(ON1N=NC2C=CC=CC1=2)=[N+](C)C)C.F[P-](F)(F)(F)(F)F. Product: [C:49]([NH:52][C:53]1[CH:61]=[CH:60][C:56]([C:57]([N:23]2[CH2:24][CH2:25][N:20]([C:18]([C@@H:14]([NH:13][C:11](=[O:12])[C@@H:10]([N:2]([CH3:1])[C:3](=[O:9])[O:4][C:5]([CH3:7])([CH3:8])[CH3:6])[CH3:39])[CH:15]([CH3:17])[CH3:16])=[O:19])[C@H:21]([C:26]([NH:28][C@H:29]3[C:38]4[C:33](=[CH:34][CH:35]=[CH:36][CH:37]=4)[CH2:32][CH2:31][CH2:30]3)=[O:27])[CH2:22]2)=[O:58])=[CH:55][CH:54]=1)(=[O:51])[CH3:50]. The catalyst class is: 31. (5) Reactant: [CH3:1][C:2]1[CH:7]=[C:6]([O:8][CH:9]2[CH2:14][CH2:13][O:12][CH2:11][CH2:10]2)[CH:5]=[CH:4][C:3]=1[C:15]1[C:16]2[CH:23]=[C:22]([CH2:24][O:25][C:26]3[N:31]=[CH:30][C:29]([CH:32]([C:39]#[C:40][CH3:41])[CH2:33][C:34]([O:36]CC)=[O:35])=[CH:28][CH:27]=3)[CH:21]=[CH:20][C:17]=2[S:18][CH:19]=1.[Li+].[OH-].Cl. Product: [CH3:1][C:2]1[CH:7]=[C:6]([O:8][CH:9]2[CH2:10][CH2:11][O:12][CH2:13][CH2:14]2)[CH:5]=[CH:4][C:3]=1[C:15]1[C:16]2[CH:23]=[C:22]([CH2:24][O:25][C:26]3[N:31]=[CH:30][C:29]([CH:32]([C:39]#[C:40][CH3:41])[CH2:33][C:34]([OH:36])=[O:35])=[CH:28][CH:27]=3)[CH:21]=[CH:20][C:17]=2[S:18][CH:19]=1. The catalyst class is: 14. (6) The catalyst class is: 66. Product: [F:20][C:5]([F:19])([F:4])[C:6]([C:13]1[CH:18]=[CH:17][N:16]=[C:15]([C:1]#[N:3])[CH:14]=1)([CH3:12])[O:7][Si:8]([CH3:9])([CH3:10])[CH3:11]. Reactant: [C:1](#[N:3])C.[F:4][C:5]([F:20])([F:19])[C:6]([C:13]1[CH:18]=[CH:17][N:16]=[CH:15][CH:14]=1)([CH3:12])[O:7][Si:8]([CH3:11])([CH3:10])[CH3:9].C[Si](C#N)(C)C. (7) Reactant: [Br:1][C:2]1[C:3]([OH:8])=[N:4][CH:5]=[CH:6][CH:7]=1.[H-].[Na+].[CH2:11](Br)[C:12]1[CH:17]=[CH:16][CH:15]=[CH:14][CH:13]=1. Product: [CH2:11]([O:8][C:3]1[C:2]([Br:1])=[CH:7][CH:6]=[CH:5][N:4]=1)[C:12]1[CH:17]=[CH:16][CH:15]=[CH:14][CH:13]=1. The catalyst class is: 3.